From a dataset of Reaction yield outcomes from USPTO patents with 853,638 reactions. Predict the reaction yield, written as a fraction of the theoretical maximum amount of product (1.0 means a 100% yield; for example, 0.34 means a 34% yield). The reactants are [CH2:1]([O:4][C:5]1[C:6]([C:11]([OH:13])=O)=[N:7][CH:8]=[CH:9][CH:10]=1)[CH2:2][CH3:3].[CH2:14]([O:16][C:17]([CH:19]1[CH2:27][C:26]2[C:21](=[CH:22][CH:23]=[CH:24][CH:25]=2)[CH2:20]1)=[O:18])[CH3:15].CC[N:30](C(C)C)C(C)C.CC(O)C.C(Cl)Cl. The catalyst is C(Cl)Cl. The product is [CH2:14]([O:16][C:17]([C:19]1([NH:30][C:11]([C:6]2[C:5]([O:4][CH2:1][CH2:2][CH3:3])=[CH:10][CH:9]=[CH:8][N:7]=2)=[O:13])[CH2:27][C:26]2[C:21](=[CH:22][CH:23]=[CH:24][CH:25]=2)[CH2:20]1)=[O:18])[CH3:15]. The yield is 0.990.